Dataset: Reaction yield outcomes from USPTO patents with 853,638 reactions. Task: Predict the reaction yield, written as a fraction of the theoretical maximum amount of product (1.0 means a 100% yield; for example, 0.34 means a 34% yield). (1) The reactants are [NH2:1][C:2]1[C:7]([C:8]([O:10]CC)=O)=[CH:6][C:5]([O:13][CH3:14])=[C:4]([O:15][CH2:16][CH:17]2[CH2:22][CH2:21][N:20]([CH3:23])[CH2:19][CH2:18]2)[CH:3]=1.C(O)(=O)C.[CH:28](N)=[NH:29]. The catalyst is COCCO. The product is [CH3:14][O:13][C:5]1[CH:6]=[C:7]2[C:2](=[CH:3][C:4]=1[O:15][CH2:16][CH:17]1[CH2:18][CH2:19][N:20]([CH3:23])[CH2:21][CH2:22]1)[N:1]=[CH:28][NH:29][C:8]2=[O:10]. The yield is 0.700. (2) The reactants are [Br:1][C:2]1[CH:10]=[C:9]2[C:5]([C:6]([CH2:34][CH3:35])=[CH:7][N:8]2[S:11]([C:14]2[CH:15]=[CH:16][C:17]([O:32][CH3:33])=[C:18]([N:20]3[CH2:25][CH2:24][N:23](C(=O)C(Cl)(Cl)Cl)[CH2:22][CH2:21]3)[CH:19]=2)(=[O:13])=[O:12])=[CH:4][CH:3]=1.[OH-].[K+]. The catalyst is C1COCC1. The product is [Br:1][C:2]1[CH:10]=[C:9]2[C:5]([C:6]([CH2:34][CH3:35])=[CH:7][N:8]2[S:11]([C:14]2[CH:15]=[CH:16][C:17]([O:32][CH3:33])=[C:18]([N:20]3[CH2:21][CH2:22][NH:23][CH2:24][CH2:25]3)[CH:19]=2)(=[O:13])=[O:12])=[CH:4][CH:3]=1. The yield is 0.810. (3) The reactants are Br[CH2:2][C:3]([C:5]1[CH:10]=[CH:9][C:8]([NH:11][C:12]([CH:14]2[CH:18]([C:19]3[CH:24]=[CH:23][CH:22]=[C:21]([Cl:25])[C:20]=3[F:26])[C:17]([C:29]3[CH:34]=[CH:33][C:32]([Cl:35])=[CH:31][C:30]=3[F:36])([C:27]#[N:28])[CH:16]([CH2:37][C:38]([CH3:41])([CH3:40])[CH3:39])[NH:15]2)=[O:13])=[CH:7][CH:6]=1)=[O:4].[CH3:42][NH:43][CH3:44]. The catalyst is O1CCCC1. The product is [CH3:42][N:43]([CH3:44])[CH2:2][C:3]([C:5]1[CH:10]=[CH:9][C:8]([NH:11][C:12]([CH:14]2[CH:18]([C:19]3[CH:24]=[CH:23][CH:22]=[C:21]([Cl:25])[C:20]=3[F:26])[C:17]([C:29]3[CH:34]=[CH:33][C:32]([Cl:35])=[CH:31][C:30]=3[F:36])([C:27]#[N:28])[CH:16]([CH2:37][C:38]([CH3:41])([CH3:40])[CH3:39])[NH:15]2)=[O:13])=[CH:7][CH:6]=1)=[O:4]. The yield is 0.350. (4) The reactants are Br[C:2]1[CH:3]=[C:4]([CH2:8][OH:9])[CH:5]=[N:6][CH:7]=1.[CH3:10][O:11][C:12](=[O:20])[C:13]1[CH:18]=[CH:17][CH:16]=[C:15]([SH:19])[CH:14]=1. The catalyst is ClCCl.CO. The product is [NH3:6].[CH3:10][O:11][C:12](=[O:20])[C:13]1[CH:18]=[CH:17][CH:16]=[C:15]([S:19][C:2]2[CH:7]=[N:6][CH:5]=[C:4]([CH2:8][OH:9])[CH:3]=2)[CH:14]=1. The yield is 0.100. (5) The reactants are Br[C:2]1[CH:3]=[C:4]2[C:8](=[C:9]([F:11])[CH:10]=1)[NH:7][C:6](=[O:12])[C:5]2([CH3:14])[CH3:13].[CH3:15][N:16]1[C:20]([C:21]#[N:22])=[CH:19][CH:18]=[C:17]1B(O)O.[F-].[K+]. The product is [F:11][C:9]1[CH:10]=[C:2]([C:17]2[N:16]([CH3:15])[C:20]([C:21]#[N:22])=[CH:19][CH:18]=2)[CH:3]=[C:4]2[C:8]=1[NH:7][C:6](=[O:12])[C:5]2([CH3:14])[CH3:13]. The yield is 0.800. No catalyst specified. (6) The reactants are [NH2:1][C:2]1[NH:7][C:6](=O)[C:5]([O:9][C:10]2[CH:15]=[C:14]([CH3:16])[C:13]([O:17][CH3:18])=[CH:12][C:11]=2[CH:19]([CH3:21])[CH3:20])=[CH:4][N:3]=1.P(Cl)(Cl)([Cl:24])=O. No catalyst specified. The product is [Cl:24][C:6]1[C:5]([O:9][C:10]2[CH:15]=[C:14]([CH3:16])[C:13]([O:17][CH3:18])=[CH:12][C:11]=2[CH:19]([CH3:21])[CH3:20])=[CH:4][N:3]=[C:2]([NH2:1])[N:7]=1. The yield is 0.880. (7) The reactants are [NH2:1][C:2]1[C:11]2[C:6](=[C:7](I)[CH:8]=[CH:9][CH:10]=2)[N:5]=[N:4][C:3]=1[C:13]([NH:15][CH2:16][CH2:17][CH3:18])=[O:14].C[Sn](C)(C)[C:21]1[CH:22]=[N:23][CH:24]=[C:25]([C:27]([N:29]2[CH2:32][CH2:31][CH2:30]2)=[O:28])[CH:26]=1. No catalyst specified. The product is [NH2:1][C:2]1[C:11]2[C:6](=[C:7]([C:21]3[CH:22]=[N:23][CH:24]=[C:25]([C:27]([N:29]4[CH2:30][CH2:31][CH2:32]4)=[O:28])[CH:26]=3)[CH:8]=[CH:9][CH:10]=2)[N:5]=[N:4][C:3]=1[C:13]([NH:15][CH2:16][CH2:17][CH3:18])=[O:14]. The yield is 0.440. (8) The reactants are [H-].[Na+].[C:3]([CH2:5][C:6]([O:8][CH3:9])=[O:7])#[N:4].Br[CH:11]([CH3:24])[C:12]([C:14]1[CH:19]=[CH:18][CH:17]=[CH:16][C:15]=1[C:20]([F:23])([F:22])[F:21])=[O:13]. The catalyst is C1COCC1. The product is [CH3:9][O:8][C:6](=[O:7])[CH:5]([C:3]#[N:4])[CH:11]([CH3:24])[C:12](=[O:13])[C:14]1[CH:19]=[CH:18][CH:17]=[CH:16][C:15]=1[C:20]([F:21])([F:22])[F:23]. The yield is 0.930. (9) The reactants are [CH:1]1([NH:6][C:7]2[N:11]3[N:12]=[CH:13][C:14]([C:15]#[N:16])=[C:10]3[NH:9][C:8]=2[C:17]2[CH:22]=[CH:21][C:20]([F:23])=[CH:19][C:18]=2[O:24][CH3:25])[CH2:5][CH2:4][CH2:3][CH2:2]1.CS(C)=[O:28]. No catalyst specified. The product is [NH2:9][C:10]1[N:11](/[C:7](=[N:6]/[CH:1]2[CH2:5][CH2:4][CH2:3][CH2:2]2)/[C:8]([C:17]2[CH:22]=[CH:21][C:20]([F:23])=[CH:19][C:18]=2[O:24][CH3:25])=[O:28])[N:12]=[CH:13][C:14]=1[C:15]#[N:16]. The yield is 0.350. (10) The reactants are [N+:1]([C:4]1[CH:8]=[CH:7][N:6]([CH2:9][C@H:10]2[O:14][C:13](=[O:15])[NH:12][CH2:11]2)[N:5]=1)([O-])=O.[H][H]. The catalyst is [Pd].C(O)C. The product is [NH2:1][C:4]1[CH:8]=[CH:7][N:6]([CH2:9][C@H:10]2[O:14][C:13](=[O:15])[NH:12][CH2:11]2)[N:5]=1. The yield is 0.910.